Predict the reaction yield, written as a fraction of the theoretical maximum amount of product (1.0 means a 100% yield; for example, 0.34 means a 34% yield). From a dataset of Reaction yield outcomes from USPTO patents with 853,638 reactions. (1) The reactants are [CH:1]1([NH:4][C:5]2[CH:10]=[CH:9][N:8]=[C:7]([NH2:11])[CH:6]=2)[CH2:3][CH2:2]1.Br[CH2:13][C:14]([C:16]1[CH:21]=[CH:20][C:19]([O:22][CH3:23])=[CH:18][CH:17]=1)=O. No catalyst specified. The product is [CH:1]1([NH:4][C:5]2[CH:10]=[CH:9][N:8]3[CH:13]=[C:14]([C:16]4[CH:21]=[CH:20][C:19]([O:22][CH3:23])=[CH:18][CH:17]=4)[N:11]=[C:7]3[CH:6]=2)[CH2:3][CH2:2]1. The yield is 0.530. (2) The reactants are C(Cl)CCl.[C:5]([O:9][C:10](=[O:18])[C:11]([CH3:17])([CH3:16])[CH2:12][C:13]([OH:15])=[O:14])([CH3:8])([CH3:7])[CH3:6].[Cl:19][C:20]1[CH:25]=[CH:24][C:23]([C:26]2([NH:29][C:30](=[O:65])/[C:31](/[CH3:64])=[CH:32]/[C@:33]34[CH2:59][C:58](=[O:60])[C:57]([CH:61]([CH3:63])[CH3:62])=[C:34]3[C@@H:35]3[C@@:48]([CH3:51])([CH2:49][CH2:50]4)[C@@:47]4([CH3:52])[C@@H:38]([C@:39]5([CH3:56])[C@@H:44]([CH2:45][CH2:46]4)[C:43]([CH3:54])([CH3:53])[C@@H:42](O)[CH2:41][CH2:40]5)[CH2:37][CH2:36]3)[CH2:28][CH2:27]2)=[CH:22][CH:21]=1. The catalyst is CN(C1C=CN=CC=1)C.C(Cl)Cl. The product is [CH3:16][C:11]([CH3:17])([CH2:12][C:13]([O:15][C@H:42]1[CH2:41][CH2:40][C@@:39]2([CH3:56])[C@@H:44]([CH2:45][CH2:46][C@:47]3([CH3:52])[C@@H:38]2[CH2:37][CH2:36][C@H:35]2[C@@:48]3([CH3:51])[CH2:49][CH2:50][C@@:33]3(/[CH:32]=[C:31](\[CH3:64])/[C:30]([NH:29][C:26]4([C:23]5[CH:22]=[CH:21][C:20]([Cl:19])=[CH:25][CH:24]=5)[CH2:27][CH2:28]4)=[O:65])[CH2:59][C:58](=[O:60])[C:57]([CH:61]([CH3:63])[CH3:62])=[C:34]32)[C:43]1([CH3:53])[CH3:54])=[O:14])[C:10]([O:9][C:5]([CH3:8])([CH3:6])[CH3:7])=[O:18]. The yield is 0.520. (3) The reactants are [Cl:1][C:2]1[S:6][C:5]([S:7]([NH:10][C@H:11]([C:17](O)=[O:18])[CH:12]([CH2:15][CH3:16])[CH2:13][CH3:14])(=[O:9])=[O:8])=[CH:4][CH:3]=1. The catalyst is C1COCC1. The product is [Cl:1][C:2]1[S:6][C:5]([S:7]([NH:10][C@H:11]([CH2:17][OH:18])[CH:12]([CH2:13][CH3:14])[CH2:15][CH3:16])(=[O:9])=[O:8])=[CH:4][CH:3]=1. The yield is 0.810. (4) The reactants are C([O:4][C:5]1[CH:6]=[C:7]2[C:12](=[CH:13][C:14]=1[O:15][CH3:16])[N:11]=[CH:10][N:9]=[C:8]2[Cl:17])(=O)C. The catalyst is N. The product is [Cl:17][C:8]1[C:7]2[C:12](=[CH:13][C:14]([O:15][CH3:16])=[C:5]([OH:4])[CH:6]=2)[N:11]=[CH:10][N:9]=1. The yield is 0.678. (5) The reactants are CC(C)([O-])C.[K+].[C:7]([O:11][C:12](=[O:26])[CH2:13][CH:14](P(OCC)(OCC)=O)[C:15]([OH:17])=[O:16])([CH3:10])([CH3:9])[CH3:8].[CH:27]1([CH2:33][CH2:34][CH:35]=O)[CH2:32][CH2:31][CH2:30][CH2:29][CH2:28]1.C(O)(=O)CC(CC(O)=O)(C(O)=O)O.[CH:50]1([NH2:56])[CH2:55][CH2:54][CH2:53][CH2:52][CH2:51]1. The catalyst is C1COCC1.C(OCC)(=O)C. The product is [CH:50]1([NH2:56])[CH2:55][CH2:54][CH2:53][CH2:52][CH2:51]1.[C:7]([O:11][C:12](=[O:26])[CH2:13]/[C:14](=[CH:35]\[CH2:34][CH2:33][CH:27]1[CH2:32][CH2:31][CH2:30][CH2:29][CH2:28]1)/[C:15]([OH:17])=[O:16])([CH3:8])([CH3:9])[CH3:10]. The yield is 0.670. (6) The reactants are [C:1]([O:5][C:6]([N:8]1[C:16]2[C:11](=[N:12][CH:13]=[C:14](Br)[CH:15]=2)[C:10]([CH3:19])([CH3:18])[CH2:9]1)=[O:7])([CH3:4])([CH3:3])[CH3:2].[Br-].[Li+].[Cl-].[F:23][C:24]1[CH:31]=[CH:30][C:27]([CH2:28][Zn+])=[CH:26][CH:25]=1.C(O)(=O)CC(CC(O)=O)(C(O)=O)O. The catalyst is C(N1C=CN(C(C)C)C1=[Pd-3](Cl)(Cl)C1C(Cl)=CC=CN=1)(C)C.O.C1COCC1.CN1CCCC1=O. The product is [C:1]([O:5][C:6]([N:8]1[C:16]2[C:11](=[N:12][CH:13]=[C:14]([CH2:28][C:27]3[CH:30]=[CH:31][C:24]([F:23])=[CH:25][CH:26]=3)[CH:15]=2)[C:10]([CH3:19])([CH3:18])[CH2:9]1)=[O:7])([CH3:4])([CH3:3])[CH3:2]. The yield is 0.990.